Dataset: Reaction yield outcomes from USPTO patents with 853,638 reactions. Task: Predict the reaction yield, written as a fraction of the theoretical maximum amount of product (1.0 means a 100% yield; for example, 0.34 means a 34% yield). The reactants are [CH3:1][O:2][N:3]=[CH:4][C:5]1[CH:10]=[CH:9][C:8]([F:11])=[CH:7][CH:6]=1.C([BH3-])#N.[Na+].Cl. The catalyst is ClCCl.CO. The product is [F:11][C:8]1[CH:7]=[CH:6][C:5]([CH2:4][NH:3][O:2][CH3:1])=[CH:10][CH:9]=1. The yield is 0.410.